This data is from Peptide-MHC class I binding affinity with 185,985 pairs from IEDB/IMGT. The task is: Regression. Given a peptide amino acid sequence and an MHC pseudo amino acid sequence, predict their binding affinity value. This is MHC class I binding data. (1) The peptide sequence is AISDYDYYRY. The MHC is HLA-A23:01 with pseudo-sequence HLA-A23:01. The binding affinity (normalized) is 0. (2) The binding affinity (normalized) is 0.834. The peptide sequence is WSILRQRCW. The MHC is HLA-B15:17 with pseudo-sequence HLA-B15:17. (3) The peptide sequence is SHYSHNPKL. The MHC is HLA-B48:01 with pseudo-sequence HLA-B48:01. The binding affinity (normalized) is 0.445. (4) The peptide sequence is RRFLEPVGK. The MHC is HLA-B27:05 with pseudo-sequence HLA-B27:05. The binding affinity (normalized) is 0.639.